From a dataset of Reaction yield outcomes from USPTO patents with 853,638 reactions. Predict the reaction yield, written as a fraction of the theoretical maximum amount of product (1.0 means a 100% yield; for example, 0.34 means a 34% yield). (1) The reactants are Cl.[NH2:2][OH:3].N1C=CC=CC=1.[Cl:10][C:11]1[CH:27]=[CH:26][C:14]2[CH2:15][CH2:16][N:17]([C:20](=[O:25])[C:21]([F:24])([F:23])[F:22])[CH2:18][CH2:19][C:13]=2[C:12]=1[NH:28][CH2:29][C:30]1[CH:35]=[CH:34][C:33]([C:36](=O)[CH2:37][CH:38]([CH3:40])[CH3:39])=[CH:32][CH:31]=1. The catalyst is C(O)C. The product is [Cl:10][C:11]1[CH:27]=[CH:26][C:14]2[CH2:15][CH2:16][N:17]([C:20](=[O:25])[C:21]([F:23])([F:24])[F:22])[CH2:18][CH2:19][C:13]=2[C:12]=1[NH:28][CH2:29][C:30]1[CH:35]=[CH:34][C:33]([C:36](=[N:2][OH:3])[CH2:37][CH:38]([CH3:40])[CH3:39])=[CH:32][CH:31]=1. The yield is 0.440. (2) The reactants are [NH2:1][C:2]1[CH:3]=[C:4]2[C:8](=[CH:9][C:10]=1[N+:11]([O-:13])=[O:12])[C:7](=[O:14])[NH:6][C:5]2=[O:15].N[CH:17]1[CH2:22][CH2:21][N:20]([C:23]([O:25][C:26]([CH3:29])([CH3:28])[CH3:27])=[O:24])[CH2:19][CH2:18]1.N1C=CN=C1. The product is [C:26]([O:25][C:23]([N:20]1[CH2:21][CH2:22][CH:17]([N:6]2[C:5](=[O:15])[C:4]3[C:8](=[CH:9][C:10]([N+:11]([O-:13])=[O:12])=[C:2]([NH2:1])[CH:3]=3)[C:7]2=[O:14])[CH2:18][CH2:19]1)=[O:24])([CH3:29])([CH3:27])[CH3:28]. The catalyst is O1CCOCC1. The yield is 0.540.